This data is from Full USPTO retrosynthesis dataset with 1.9M reactions from patents (1976-2016). The task is: Predict the reactants needed to synthesize the given product. (1) Given the product [F:1][C:2]1[CH:24]=[C:23]([N+:25]([O-:27])=[O:26])[CH:22]=[CH:21][C:3]=1[O:4][C:5]1[CH:10]=[CH:9][N:8]=[C:7]([NH:11][C:12](=[O:18])[O:13][C:14]([CH3:15])([CH3:16])[CH3:17])[C:6]=1[CH2:19][OH:20], predict the reactants needed to synthesize it. The reactants are: [F:1][C:2]1[CH:24]=[C:23]([N+:25]([O-:27])=[O:26])[CH:22]=[CH:21][C:3]=1[O:4][C:5]1[CH:10]=[CH:9][N:8]=[C:7]([NH:11][C:12](=[O:18])[O:13][C:14]([CH3:17])([CH3:16])[CH3:15])[C:6]=1[CH:19]=[O:20].[BH4-].[Na+]. (2) Given the product [CH2:2]([N:9]1[CH2:14][CH2:13][N:12]([C:15]([O:17][C:18]2[C:42]3[C:43](=[O:44])/[C:39](=[CH:38]/[C:29]4[C:30]5[C:35](=[CH:34][CH:33]=[C:32]([O:36][CH3:37])[CH:31]=5)[N:27]([CH2:26][CH2:25][CH2:24][N:23]([CH3:22])[CH3:51])[CH:28]=4)/[O:40][C:41]=3[CH:48]=[C:47]([O:49][C:15]([N:12]3[CH2:13][CH2:14][N:9]([CH2:2][C:3]4[CH:8]=[CH:7][CH:6]=[CH:5][CH:4]=4)[CH2:10][CH2:11]3)=[O:16])[CH:46]=2)=[O:16])[CH2:11][CH2:10]1)[C:3]1[CH:8]=[CH:7][CH:6]=[CH:5][CH:4]=1, predict the reactants needed to synthesize it. The reactants are: [Cl-].[CH2:2]([NH+:9]1[CH2:14][CH2:13][N:12]([C:15]([O:17][C:18](Cl)(Cl)Cl)=[O:16])[CH2:11][CH2:10]1)[C:3]1[CH:8]=[CH:7][CH:6]=[CH:5][CH:4]=1.[CH3:22][N:23]([CH3:51])[CH2:24][CH2:25][CH2:26][N:27]1[C:35]2[C:30](=[CH:31][C:32]([O:36][CH3:37])=[CH:33][CH:34]=2)[C:29](/[CH:38]=[C:39]2\[O:40][C:41]3[CH:48]=[C:47]([OH:49])[CH:46]=C(O)[C:42]=3[C:43]\2=[O:44])=[CH:28]1. (3) Given the product [Cl:16][C:15]1[C:2]([Cl:1])=[CH:3][C:4]2[N:8]([CH3:20])[C:7]([CH2:9][C:10]([F:12])([F:13])[F:11])=[N:6][C:5]=2[CH:14]=1, predict the reactants needed to synthesize it. The reactants are: [Cl:1][C:2]1[C:15]([Cl:16])=[CH:14][C:5]2[NH:6][C:7]([CH2:9][C:10]([F:13])([F:12])[F:11])=[N:8][C:4]=2[CH:3]=1.[H-].[Na+].I[CH3:20]. (4) Given the product [CH:10]1([S:9][C:4]2[C:3]([CH2:2][O:28][C:26]3[CH:25]=[CH:24][C:23]4[C@H:19]([CH2:18][C:17]([OH:29])=[O:16])[CH2:20][O:21][C:22]=4[CH:27]=3)=[CH:8][CH:7]=[CH:6][N:5]=2)[CH2:14][CH2:13][CH2:12][CH2:11]1, predict the reactants needed to synthesize it. The reactants are: Cl[CH2:2][C:3]1[C:4]([S:9][CH:10]2[CH2:14][CH2:13][CH2:12][CH2:11]2)=[N:5][CH:6]=[CH:7][CH:8]=1.C[O:16][C:17](=[O:29])[CH2:18][C@H:19]1[C:23]2[CH:24]=[CH:25][C:26]([OH:28])=[CH:27][C:22]=2[O:21][CH2:20]1. (5) Given the product [C:1]([O:5][C:6]([NH:7][C:8]1[C:9]([C:44]([OH:43])=[O:39])=[C:10]([O:23][CH3:24])[C:11]([CH2:16][N:17]2[CH2:22][CH2:21][O:20][CH2:19][CH2:18]2)=[C:12]([O:14][CH3:15])[CH:13]=1)=[O:26])([CH3:4])([CH3:3])[CH3:2], predict the reactants needed to synthesize it. The reactants are: [C:1]([O:5][C:6](=[O:26])[NH:7][C:8]1[CH:13]=[C:12]([O:14][CH3:15])[C:11]([CH2:16][N:17]2[CH2:22][CH2:21][O:20][CH2:19][CH2:18]2)=[C:10]([O:23][CH3:24])[C:9]=1Br)([CH3:4])([CH3:3])[CH3:2].[H-].[Na+].[Li]CCCC.[Li]C(C)(C)C.[OH2:39].C1[CH2:44][O:43]CC1. (6) Given the product [Cl:21][C:22]1[N:27]=[C:26]([N:5]2[CH2:6][CH2:7][C@@H:2]([CH3:1])[C@@H:3]([N:8]3[C:12]4=[C:13]5[CH:19]=[CH:18][NH:17][C:14]5=[N:15][CH:16]=[C:11]4[NH:10][C:9]3=[O:20])[CH2:4]2)[CH:25]=[CH:24][N:23]=1, predict the reactants needed to synthesize it. The reactants are: [CH3:1][C@@H:2]1[CH2:7][CH2:6][NH:5][CH2:4][C@@H:3]1[N:8]1[C:12]2=[C:13]3[CH:19]=[CH:18][NH:17][C:14]3=[N:15][CH:16]=[C:11]2[NH:10][C:9]1=[O:20].[Cl:21][C:22]1[N:27]=[C:26](Cl)[CH:25]=[CH:24][N:23]=1.C(N(CC)CC)C.O.